From a dataset of Full USPTO retrosynthesis dataset with 1.9M reactions from patents (1976-2016). Predict the reactants needed to synthesize the given product. Given the product [CH3:1][C:2]1([CH3:20])[C:7]2[CH:8]=[C:9]([C:12]3[N:16]([CH2:22][CH2:23][CH2:24][CH2:25][CH3:26])[C:15]([C:17]#[N:18])=[CH:14][CH:13]=3)[CH:10]=[CH:11][C:6]=2[NH:5][C:4](=[O:19])[O:3]1, predict the reactants needed to synthesize it. The reactants are: [CH3:1][C:2]1([CH3:20])[C:7]2[CH:8]=[C:9]([C:12]3[NH:16][C:15]([C:17]#[N:18])=[CH:14][CH:13]=3)[CH:10]=[CH:11][C:6]=2[NH:5][C:4](=[O:19])[O:3]1.I[CH2:22][CH2:23][CH2:24][CH2:25][CH3:26].